From a dataset of Full USPTO retrosynthesis dataset with 1.9M reactions from patents (1976-2016). Predict the reactants needed to synthesize the given product. (1) Given the product [Br:1][C:2]1[CH:7]=[CH:6][C:5]([O:8][CH2:13][CH2:12][N:11]([CH3:15])[CH3:10])=[CH:4][CH:3]=1, predict the reactants needed to synthesize it. The reactants are: [Br:1][C:2]1[CH:7]=[CH:6][C:5]([OH:8])=[CH:4][CH:3]=1.Cl.[CH3:10][N:11]([CH3:15])[CH2:12][CH2:13]Cl.CO. (2) Given the product [NH2:1][CH2:2][C@@H:3]1[C@H:8]([CH3:9])[CH2:7][CH2:6][CH2:5][N:4]1[C:32]([C:30]1[C:29]([N:35]2[N:39]=[CH:38][CH:37]=[N:36]2)=[CH:28][CH:27]=[C:26]([CH3:25])[N:31]=1)=[O:34], predict the reactants needed to synthesize it. The reactants are: [NH2:1][CH2:2][C@@H:3]1[C@H:8]([CH3:9])[CH2:7][CH2:6][CH2:5][N:4]1C(C1C=C(C)C=CC=1C1C=NN(C)C=1)=O.[CH3:25][C:26]1[N:31]=[C:30]([C:32]([OH:34])=O)[C:29]([N:35]2[N:39]=[CH:38][CH:37]=[N:36]2)=[CH:28][CH:27]=1. (3) Given the product [C:20]([O:23][C:24]1[CH:31]=[CH:30][C:27]([CH:28]=[CH:13][C:12]2[CH:11]=[C:10]([F:9])[CH:18]=[C:17]([F:19])[CH:16]=2)=[CH:26][CH:25]=1)(=[O:22])[CH3:21], predict the reactants needed to synthesize it. The reactants are: CC1C=CC(C)=CC=1.[F:9][C:10]1[CH:11]=[C:12]([CH:16]=[C:17]([F:19])[CH:18]=1)[C:13](Cl)=O.[C:20]([O:23][C:24]1[CH:31]=[CH:30][C:27]([CH:28]=C)=[CH:26][CH:25]=1)(=[O:22])[CH3:21].CN1CCOCC1.